Dataset: Full USPTO retrosynthesis dataset with 1.9M reactions from patents (1976-2016). Task: Predict the reactants needed to synthesize the given product. (1) The reactants are: O=S(Cl)[Cl:3].[NH2:5][CH2:6][C@H:7]([NH:11][C:12]([O:14][CH2:15][C:16]1[CH:21]=[CH:20][CH:19]=[CH:18][CH:17]=1)=[O:13])[C:8]([OH:10])=[O:9].[CH3:22]O. Given the product [ClH:3].[NH2:5][CH2:6][C@H:7]([NH:11][C:12]([O:14][CH2:15][C:16]1[CH:21]=[CH:20][CH:19]=[CH:18][CH:17]=1)=[O:13])[C:8]([O:10][CH3:22])=[O:9], predict the reactants needed to synthesize it. (2) Given the product [N:4]1([C:8]([C:10]2[CH:11]=[C:12]([Cl:32])[C:13]([O:16][C:17]3[CH:18]=[C:19]([CH:24]=[C:25]([O:27][C@@H:28]([CH3:31])[CH2:29][OH:30])[CH:26]=3)[C:20]([OH:22])=[O:21])=[N:14][CH:15]=2)=[O:9])[CH2:7][CH2:6][CH2:5]1, predict the reactants needed to synthesize it. The reactants are: O.[OH-].[Li+].[N:4]1([C:8]([C:10]2[CH:11]=[C:12]([Cl:32])[C:13]([O:16][C:17]3[CH:18]=[C:19]([CH:24]=[C:25]([O:27][C@@H:28]([CH3:31])[CH2:29][OH:30])[CH:26]=3)[C:20]([O:22]C)=[O:21])=[N:14][CH:15]=2)=[O:9])[CH2:7][CH2:6][CH2:5]1. (3) Given the product [F:15][C:16]1[CH:21]=[C:20]([N+:22]([O-:24])=[O:23])[CH:19]=[CH:18][C:17]=1[O:25][C:2]1[N:7]=[CH:6][N:5]=[C:4]([NH:8][C:9]2[CH:14]=[CH:13][CH:12]=[CH:11][CH:10]=2)[CH:3]=1, predict the reactants needed to synthesize it. The reactants are: Cl[C:2]1[N:7]=[CH:6][N:5]=[C:4]([NH:8][C:9]2[CH:14]=[CH:13][CH:12]=[CH:11][CH:10]=2)[CH:3]=1.[F:15][C:16]1[CH:21]=[C:20]([N+:22]([O-:24])=[O:23])[CH:19]=[CH:18][C:17]=1[OH:25].C(=O)(O)[O-].[Na+]. (4) Given the product [CH3:1][NH:2][C:4]1[CH:5]=[C:6]([CH2:7][N:8]2[CH2:13][CH2:12][O:11][CH2:10][CH2:9]2)[CH:14]=[CH:15][C:16]=1[N+:17]([O-:19])=[O:18], predict the reactants needed to synthesize it. The reactants are: [CH3:1][NH2:2].F[C:4]1[CH:5]=[C:6]([CH:14]=[CH:15][C:16]=1[N+:17]([O-:19])=[O:18])[CH2:7][N:8]1[CH2:13][CH2:12][O:11][CH2:10][CH2:9]1. (5) The reactants are: C(O[CH:5]1[CH:9]([N+:10]([O-:12])=[O:11])[CH:8]([CH:13]([CH2:15][CH:16]([CH3:18])[CH3:17])[CH3:14])[S:7][CH2:6]1)(=O)C.S(Cl)(Cl)(=O)=O.O. Given the product [CH3:17][CH:16]([CH3:18])[CH2:15][CH:13]([C:8]1[S:7][CH:6]=[CH:5][C:9]=1[N+:10]([O-:12])=[O:11])[CH3:14], predict the reactants needed to synthesize it. (6) Given the product [I:19][C:14]1[CH:13]=[CH:12][N:11]=[C:10]2[O:18][CH2:17][CH2:16][C:15]=12, predict the reactants needed to synthesize it. The reactants are: P([O-])([O-])([O-])=O.[K+].[K+].[K+].F[C:10]1[C:15]([CH2:16][CH2:17][OH:18])=[C:14]([I:19])[CH:13]=[CH:12][N:11]=1. (7) The reactants are: ClC1C(Cl)=CC=CC=1N1CCN([CH2:15][CH2:16][CH2:17][CH2:18][O:19][C:20]2[CH:29]=[CH:28][C:27]3[C:22](=[C:23]([OH:30])[CH:24]=[CH:25][CH:26]=3)[N:21]=2)CC1.[CH3:31][C:32]1[C:37]([CH3:38])=[CH:36][CH:35]=[CH:34][C:33]=1[N:39]1[CH2:44][CH2:43][NH:42][CH2:41][CH2:40]1. Given the product [CH3:31][C:32]1[C:37]([CH3:38])=[CH:36][CH:35]=[CH:34][C:33]=1[N:39]1[CH2:40][CH2:41][N:42]([CH2:15][CH2:16][CH2:17][CH2:18][O:19][C:20]2[CH:29]=[CH:28][C:27]3[C:22](=[C:23]([OH:30])[CH:24]=[CH:25][CH:26]=3)[N:21]=2)[CH2:43][CH2:44]1, predict the reactants needed to synthesize it. (8) The reactants are: [Cl:1][C:2]1[CH:3]=[CH:4][C:5]([C:23]#[N:24])=[C:6]([C:8]2[C:13]([O:14][CH3:15])=[CH:12][N:11]([CH:16]([CH2:20][CH3:21])[C:17](O)=[O:18])[C:10](=[O:22])[CH:9]=2)[CH:7]=1.[NH2:25][C:26]1[CH:31]=[CH:30][C:29]([C:32]2[O:36][C:35](=[O:37])[NH:34][CH:33]=2)=[CH:28][CH:27]=1. Given the product [Cl:1][C:2]1[CH:3]=[CH:4][C:5]([C:23]#[N:24])=[C:6]([C:8]2[C:13]([O:14][CH3:15])=[CH:12][N:11]([CH:16]([CH2:20][CH3:21])[C:17]([NH:25][C:26]3[CH:27]=[CH:28][C:29]([C:32]4[O:36][C:35](=[O:37])[NH:34][CH:33]=4)=[CH:30][CH:31]=3)=[O:18])[C:10](=[O:22])[CH:9]=2)[CH:7]=1, predict the reactants needed to synthesize it. (9) The reactants are: [C:1]1([CH2:11][C:12]([OH:14])=[O:13])([CH2:7][C:8]([OH:10])=O)[CH2:6][CH2:5][CH2:4][CH2:3][CH2:2]1. Given the product [C:1]12([CH2:7][C:8](=[O:10])[O:14][C:12](=[O:13])[CH2:11]1)[CH2:2][CH2:3][CH2:4][CH2:5][CH2:6]2, predict the reactants needed to synthesize it.